This data is from Peptide-MHC class II binding affinity with 134,281 pairs from IEDB. The task is: Regression. Given a peptide amino acid sequence and an MHC pseudo amino acid sequence, predict their binding affinity value. This is MHC class II binding data. (1) The peptide sequence is AAGAQLLWQLPLLSI. The MHC is HLA-DPA10103-DPB10401 with pseudo-sequence HLA-DPA10103-DPB10401. The binding affinity (normalized) is 0.622. (2) The peptide sequence is FRDRARVPLTSNNGI. The MHC is DRB4_0101 with pseudo-sequence DRB4_0103. The binding affinity (normalized) is 0.379. (3) The peptide sequence is AILTHVSQIQAVDVT. The MHC is HLA-DPA10301-DPB10402 with pseudo-sequence HLA-DPA10301-DPB10402. The binding affinity (normalized) is 0.245. (4) The binding affinity (normalized) is 0.271. The MHC is HLA-DPA10301-DPB10402 with pseudo-sequence HLA-DPA10301-DPB10402. The peptide sequence is EAAVKQAYAATVAAA. (5) The peptide sequence is DVKFPGGGQVVGGVY. The MHC is HLA-DQA10501-DQB10301 with pseudo-sequence HLA-DQA10501-DQB10301. The binding affinity (normalized) is 0.740. (6) The peptide sequence is KVVIFILLMLVTPSM. The MHC is DRB1_0401 with pseudo-sequence DRB1_0401. The binding affinity (normalized) is 0.406.